Dataset: Full USPTO retrosynthesis dataset with 1.9M reactions from patents (1976-2016). Task: Predict the reactants needed to synthesize the given product. (1) Given the product [Br:8][C:7]1[CH:6]=[C:5]([NH:9][C:14]2[C:15](=[O:20])[C:16](=[O:17])[C:13]=2[O:12][CH2:10][CH3:11])[CH:4]=[N:3][C:2]=1[F:1], predict the reactants needed to synthesize it. The reactants are: [F:1][C:2]1[C:7]([Br:8])=[CH:6][C:5]([NH2:9])=[CH:4][N:3]=1.[CH2:10]([O:12][C:13]1[C:14](=O)[C:15](=[O:20])[C:16]=1[O:17]CC)[CH3:11]. (2) Given the product [C:9]([NH:11][O:12][CH2:13][CH2:14][NH:15][C:16](=[O:39])[CH2:17][C:18]1[C:23]([C:24]#[N:25])=[CH:22][CH:21]=[C:20]([NH:26][CH2:27][C:28]([F:36])([F:37])[C:29]2[CH:34]=[CH:33][C:32]([CH3:35])=[CH:31][N:30]=2)[C:19]=1[F:38])(=[NH:8])[NH2:10], predict the reactants needed to synthesize it. The reactants are: C(OC([N:8]=[C:9]([N:11](C(OC(C)(C)C)=O)[O:12][CH2:13][CH2:14][NH:15][C:16](=[O:39])[CH2:17][C:18]1[C:23]([C:24]#[N:25])=[CH:22][CH:21]=[C:20]([NH:26][CH2:27][C:28]([F:37])([F:36])[C:29]2[CH:34]=[CH:33][C:32]([CH3:35])=[CH:31][N:30]=2)[C:19]=1[F:38])[NH2:10])=O)(C)(C)C.C(O)(C(F)(F)F)=O. (3) The reactants are: [CH3:1][C:2]([Si:5]([CH3:28])([CH3:27])[O:6][C@H:7]1[C@H:12]([N:13]2[C:17](=[O:18])[CH2:16][O:15][C:14]2=[O:19])[CH2:11][CH2:10][N:9](C(OC(C)(C)C)=O)[CH2:8]1)([CH3:4])[CH3:3].[C:29]([OH:35])([C:31]([F:34])([F:33])[F:32])=[O:30]. Given the product [OH:35][C:29]([C:31]([F:34])([F:33])[F:32])=[O:30].[CH3:4][C:2]([Si:5]([CH3:28])([CH3:27])[O:6][C@H:7]1[C@H:12]([N:13]2[C:17](=[O:18])[CH2:16][O:15][C:14]2=[O:19])[CH2:11][CH2:10][NH:9][CH2:8]1)([CH3:1])[CH3:3], predict the reactants needed to synthesize it.